From a dataset of Catalyst prediction with 721,799 reactions and 888 catalyst types from USPTO. Predict which catalyst facilitates the given reaction. Reactant: [N+:1]([C:4]1[CH:9]=[CH:8][C:7]([N:10]2[C:18]3[C:13](=[CH:14][CH:15]=[CH:16][CH:17]=3)[C:12]([C:19]([O:21][CH3:22])=[O:20])=[N:11]2)=[CH:6][CH:5]=1)([O-])=O.CO.CC(O)=O. Product: [NH2:1][C:4]1[CH:9]=[CH:8][C:7]([N:10]2[C:18]3[C:13](=[CH:14][CH:15]=[CH:16][CH:17]=3)[C:12]([C:19]([O:21][CH3:22])=[O:20])=[N:11]2)=[CH:6][CH:5]=1. The catalyst class is: 99.